Dataset: Reaction yield outcomes from USPTO patents with 853,638 reactions. Task: Predict the reaction yield, written as a fraction of the theoretical maximum amount of product (1.0 means a 100% yield; for example, 0.34 means a 34% yield). (1) The reactants are [C:1]([O:5][C:6]([NH:8][CH2:9][CH2:10][CH2:11][O:12][C:13]1[CH:21]=[C:20]([S:22][CH2:23][CH3:24])[CH:19]=[CH:18][C:14]=1[C:15]([OH:17])=O)=[O:7])([CH3:4])([CH3:3])[CH3:2].[NH2:25][C:26]1[C:27]([C:32]([NH:34][C:35]2[CH:40]=[CH:39][C:38]([Cl:41])=[CH:37][N:36]=2)=[O:33])=[N:28][CH:29]=[CH:30][CH:31]=1. No catalyst specified. The product is [C:1]([O:5][C:6]([NH:8][CH2:9][CH2:10][CH2:11][O:12][C:13]1[CH:21]=[C:20]([S:22][CH2:23][CH3:24])[CH:19]=[CH:18][C:14]=1[C:15]([NH:25][C:26]1[C:27]([C:32]([NH:34][C:35]2[CH:40]=[CH:39][C:38]([Cl:41])=[CH:37][N:36]=2)=[O:33])=[N:28][CH:29]=[CH:30][CH:31]=1)=[O:17])=[O:7])([CH3:2])([CH3:3])[CH3:4]. The yield is 0.670. (2) The reactants are [Br:1][C:2]1[CH:3]=[CH:4][C:5]([O:10][CH2:11][C:12]2[CH:17]=[CH:16][C:15]([O:18][CH3:19])=[CH:14][CH:13]=2)=[C:6]([CH:9]=1)[CH:7]=[O:8].[CH:20]([C:22]([CH3:24])=[O:23])=[CH2:21]. The catalyst is [Br-].C([N+]1C(C)=C(CCO)SC=1)C.CCO. The product is [Br:1][C:2]1[CH:3]=[CH:4][C:5]([O:10][CH2:11][C:12]2[CH:13]=[CH:14][C:15]([O:18][CH3:19])=[CH:16][CH:17]=2)=[C:6]([C:7](=[O:8])[CH2:21][CH2:20][C:22](=[O:23])[CH3:24])[CH:9]=1. The yield is 0.570. (3) The reactants are C([N:4]([C:6](=[O:26])[CH:7]([NH:15][S:16]([C:19]1[CH:24]=[CH:23][C:22]([Cl:25])=[CH:21][CH:20]=1)(=[O:18])=[O:17])[CH2:8][C:9]1[CH:14]=[CH:13][CH:12]=[CH:11][CH:10]=1)[NH2:5])(=O)C.O=P(Cl)(Cl)Cl.[CH3:32][C:33]#N. No catalyst specified. The product is [Cl:25][C:22]1[CH:23]=[CH:24][C:19]([S:16]([NH:15][CH:7]([C:6]2[O:26][C:32]([CH3:33])=[N:5][N:4]=2)[CH2:8][C:9]2[CH:14]=[CH:13][CH:12]=[CH:11][CH:10]=2)(=[O:17])=[O:18])=[CH:20][CH:21]=1. The yield is 0.400. (4) The reactants are [O:1]=[C:2]1[CH2:7][CH2:6][CH2:5][CH:4]([C:8]([OH:10])=[O:9])[CH2:3]1.[CH3:11][Si:12]([CH3:17])([CH3:16])[CH2:13][CH2:14]O.Cl.CN(C)CCCN=C=NCC. The catalyst is CN(C)C1C=CN=CC=1.C(Cl)Cl.Cl. The product is [CH3:11][Si:12]([CH3:17])([CH3:16])[CH2:13][CH2:14][O:9][C:8]([CH:4]1[CH2:5][CH2:6][CH2:7][C:2](=[O:1])[CH2:3]1)=[O:10]. The yield is 1.00. (5) The reactants are [F:1][C:2]1[CH:3]=[C:4]2[C:8](=[CH:9][CH:10]=1)[NH:7][C:6](=[O:11])[CH2:5]2.S(=O)(=O)(O)O.[N+:17]([O-])(O)=O. No catalyst specified. The product is [NH2:17][C:9]1[CH:10]=[C:2]([F:1])[CH:3]=[C:4]2[C:8]=1[NH:7][C:6](=[O:11])[CH2:5]2. The yield is 0.625. (6) The reactants are C(N(CC)C(C)C)(C)C.[CH3:10][C:11]1[CH:20]=[CH:19][C:18]2[C:13](=[CH:14][C:15]([F:27])=[CH:16][C:17]=2[N:21]2[CH2:26][CH2:25][NH:24][CH2:23][CH2:22]2)[N:12]=1.CS(O[CH2:33][CH2:34][C:35]1[CH:40]=[CH:39][CH:38]=[C:37]([N+:41]([O-:43])=[O:42])[CH:36]=1)(=O)=O. The catalyst is CN(C)C=O. The product is [F:27][C:15]1[CH:14]=[C:13]2[C:18]([CH:19]=[CH:20][C:11]([CH3:10])=[N:12]2)=[C:17]([N:21]2[CH2:26][CH2:25][N:24]([CH2:33][CH2:34][C:35]3[CH:40]=[CH:39][CH:38]=[C:37]([N+:41]([O-:43])=[O:42])[CH:36]=3)[CH2:23][CH2:22]2)[CH:16]=1. The yield is 0.880. (7) The reactants are [H-].[Na+].[Br:3][C:4]1[CH:9]=[CH:8][C:7]([C:10]([N:12]2[CH2:16][CH2:15][CH2:14][C@H:13]2[CH2:17][OH:18])=[O:11])=[CH:6][CH:5]=1.[CH2:19](I)[CH:20]=[CH2:21].C(=O)([O-])O.[Na+]. The catalyst is CN(C)C=O. The product is [CH2:21]([O:18][CH2:17][C@@H:13]1[CH2:14][CH2:15][CH2:16][N:12]1[C:10]([C:7]1[CH:8]=[CH:9][C:4]([Br:3])=[CH:5][CH:6]=1)=[O:11])[CH:20]=[CH2:19]. The yield is 0.680. (8) The reactants are C(OC([N:8]1[CH2:13][CH2:12][CH:11]([C:14]2[C:19]([CH:20]3[CH2:23][N:22]([C:24]4[CH:33]=[CH:32][C:31]5[C:26](=[CH:27][CH:28]=[CH:29][CH:30]=5)[N:25]=4)[CH2:21]3)=[N:18][CH:17]=[CH:16][N:15]=2)[CH2:10][CH2:9]1)=O)(C)(C)C.[ClH:34].CO. No catalyst specified. The product is [ClH:34].[NH:8]1[CH2:13][CH2:12][CH:11]([C:14]2[C:19]([CH:20]3[CH2:21][N:22]([C:24]4[CH:33]=[CH:32][C:31]5[C:26](=[CH:27][CH:28]=[CH:29][CH:30]=5)[N:25]=4)[CH2:23]3)=[N:18][CH:17]=[CH:16][N:15]=2)[CH2:10][CH2:9]1. The yield is 0.989.